Predict the reactants needed to synthesize the given product. From a dataset of Full USPTO retrosynthesis dataset with 1.9M reactions from patents (1976-2016). (1) Given the product [F:1][C:2]1[CH:7]=[CH:6][C:5]([O:8][C:10]2[CH:15]=[CH:14][C:13]([C:16](=[O:18])[CH3:17])=[CH:12][CH:11]=2)=[CH:4][CH:3]=1, predict the reactants needed to synthesize it. The reactants are: [F:1][C:2]1[CH:7]=[CH:6][C:5]([OH:8])=[CH:4][CH:3]=1.F[C:10]1[CH:15]=[CH:14][C:13]([C:16](=[O:18])[CH3:17])=[CH:12][CH:11]=1.C1OCCOCCOCCOCCOCCOC1.C([O-])([O-])=O.[K+].[K+]. (2) Given the product [CH3:1][S:2]([CH2:3][C:4]1[CH:5]=[CH:6][C:7]([C:10]2[N:15]=[CH:14][C:13]([O:16][CH2:17][CH:18]3[CH2:23][CH2:22][N:21]([C:24]([O:26][CH:27]([CH3:29])[CH3:28])=[O:25])[CH2:20][CH2:19]3)=[CH:12][CH:11]=2)=[CH:8][CH:9]=1)(=[O:30])=[O:36], predict the reactants needed to synthesize it. The reactants are: [CH3:1][S:2][CH2:3][C:4]1[CH:9]=[CH:8][C:7]([C:10]2[N:15]=[CH:14][C:13]([O:16][CH2:17][CH:18]3[CH2:23][CH2:22][N:21]([C:24]([O:26][CH:27]([CH3:29])[CH3:28])=[O:25])[CH2:20][CH2:19]3)=[CH:12][CH:11]=2)=[CH:6][CH:5]=1.[OH:30]OS([O-])=O.[K+].[OH2:36]. (3) Given the product [CH:12]([CH:13]1[CH2:18][CH2:17][N:16]([C:19]([O:21][C:22]([CH3:25])([CH3:24])[CH3:23])=[O:20])[CH2:15][CH2:14]1)=[O:11], predict the reactants needed to synthesize it. The reactants are: CS(C)=O.C(Cl)(=O)C(Cl)=O.[OH:11][CH2:12][CH:13]1[CH2:18][CH2:17][N:16]([C:19]([O:21][C:22]([CH3:25])([CH3:24])[CH3:23])=[O:20])[CH2:15][CH2:14]1.CCN(CC)CC. (4) Given the product [F:8][C:5]1[CH:6]=[CH:7][C:2]([CH:14]2[CH2:19][CH2:18][CH2:17][CH2:16][C:15]2=[O:20])=[CH:3][CH:4]=1, predict the reactants needed to synthesize it. The reactants are: Br[C:2]1[CH:7]=[CH:6][C:5]([F:8])=[CH:4][CH:3]=1.[Li]CCCC.[CH:14]12[O:20][CH:15]1[CH2:16][CH2:17][CH2:18][CH2:19]2. (5) Given the product [F:1][C:2]1[CH:3]=[CH:4][C:5]([S:8]([CH2:9][CH2:10][CH2:11][C:12]([N:14]([CH2:16][C:17]2[CH:22]=[CH:21][CH:20]=[CH:19][C:18]=2[O:23][CH3:24])[CH3:15])=[O:13])(=[O:30])=[O:27])=[CH:6][CH:7]=1, predict the reactants needed to synthesize it. The reactants are: [F:1][C:2]1[CH:7]=[CH:6][C:5]([S:8][CH2:9][CH2:10][CH2:11][C:12]([N:14]([CH2:16][C:17]2[CH:22]=[CH:21][CH:20]=[CH:19][C:18]=2[O:23][CH3:24])[CH3:15])=[O:13])=[CH:4][CH:3]=1.OO.[OH2:27].C(O)(=[O:30])C. (6) Given the product [Cl:1][C:2]1[C:7]([C:8]([O:10][CH2:27][CH3:28])=[O:9])=[CH:6][CH:5]=[C:4]([C:11]2[CH:16]=[C:15]([O:17][CH2:18][CH:19]([CH3:20])[CH3:21])[CH:14]=[C:13]([F:22])[CH:12]=2)[N:3]=1, predict the reactants needed to synthesize it. The reactants are: [Cl:1][C:2]1[C:7]([C:8]([OH:10])=[O:9])=[CH:6][CH:5]=[C:4]([C:11]2[CH:16]=[C:15]([O:17][CH2:18][CH:19]([CH3:21])[CH3:20])[CH:14]=[C:13]([F:22])[CH:12]=2)[N:3]=1.S(Cl)(Cl)=O.[CH2:27](O)[CH3:28]. (7) The reactants are: [C:1]([C:3]1[CH:4]=[N:5][N:6]2[C:11](=[O:12])[C:10]([CH:13]([CH3:15])[CH3:14])=[C:9]([C:16]3[CH:17]=[N:18][N:19]([C:21]([CH3:26])([CH3:25])[C:22]([OH:24])=O)[CH:20]=3)[NH:8][C:7]=12)#[N:2].Cl.CN.[CH3:30][N:31](C(ON1N=NC2C=CC=NC1=2)=[N+](C)C)C.F[P-](F)(F)(F)(F)F.CCN(C(C)C)C(C)C. Given the product [C:1]([C:3]1[CH:4]=[N:5][N:6]2[C:11](=[O:12])[C:10]([CH:13]([CH3:14])[CH3:15])=[C:9]([C:16]3[CH:17]=[N:18][N:19]([C:21]([CH3:25])([CH3:26])[C:22]([NH:31][CH3:30])=[O:24])[CH:20]=3)[NH:8][C:7]=12)#[N:2], predict the reactants needed to synthesize it. (8) Given the product [Br:1][C:2]1[C:3]([C:9]([OH:11])=[O:10])=[N:4][C:5]([CH3:8])=[CH:6][CH:7]=1, predict the reactants needed to synthesize it. The reactants are: [Br:1][C:2]1[C:3]([C:9]([O:11]C)=[O:10])=[N:4][C:5]([CH3:8])=[CH:6][CH:7]=1.C([Sn](CCCC)(CCCC)C1OC=CN=1)CCC.N#N.